This data is from Forward reaction prediction with 1.9M reactions from USPTO patents (1976-2016). The task is: Predict the product of the given reaction. (1) Given the reactants [CH2:1]([C:3]1[C:11]2[C:6](=[CH:7][CH:8]=[CH:9][C:10]=2[NH:12][C:13]([C:15]2[N:19]3[CH:20]=[CH:21][CH:22]=[CH:23][C:18]3=[N:17][CH:16]=2)=[O:14])[N:5]([CH2:24][C:25]2[CH:30]=[CH:29][CH:28]=[C:27]([O:31][CH2:32][CH2:33][N:34]3[CH2:39][CH2:38][NH:37][CH2:36][CH2:35]3)[N:26]=2)[N:4]=1)[CH3:2].[BH-](OC(C)=O)(OC(C)=O)O[C:42](C)=O.[Na+].C=O, predict the reaction product. The product is: [CH2:1]([C:3]1[C:11]2[C:6](=[CH:7][CH:8]=[CH:9][C:10]=2[NH:12][C:13]([C:15]2[N:19]3[CH:20]=[CH:21][CH:22]=[CH:23][C:18]3=[N:17][CH:16]=2)=[O:14])[N:5]([CH2:24][C:25]2[CH:30]=[CH:29][CH:28]=[C:27]([O:31][CH2:32][CH2:33][N:34]3[CH2:35][CH2:36][N:37]([CH3:42])[CH2:38][CH2:39]3)[N:26]=2)[N:4]=1)[CH3:2]. (2) Given the reactants [CH2:1]1[C:10]2[C:5](=[CH:6][CH:7]=[CH:8][CH:9]=2)[CH2:4][CH2:3][NH:2]1.C1C(=O)N(Br)C(=O)C1.[OH-].[Na+], predict the reaction product. The product is: [CH:1]1[C:10]2[C:5](=[CH:6][CH:7]=[CH:8][CH:9]=2)[CH2:4][CH2:3][N:2]=1.